From a dataset of Full USPTO retrosynthesis dataset with 1.9M reactions from patents (1976-2016). Predict the reactants needed to synthesize the given product. Given the product [CH:1]([N:4]1[C:9](=[O:10])[CH:8]=[CH:7][C:6]([C:11]2[S:15][C:14]([C:16]([NH:30][CH2:27][CH2:28][CH3:29])=[O:18])=[N:13][C:12]=2[C:21]2[CH:22]=[CH:23][CH:24]=[CH:25][CH:26]=2)=[N:5]1)([CH3:2])[CH3:3], predict the reactants needed to synthesize it. The reactants are: [CH:1]([N:4]1[C:9](=[O:10])[CH:8]=[CH:7][C:6]([C:11]2[S:15][C:14]([C:16]([O:18]CC)=O)=[N:13][C:12]=2[C:21]2[CH:26]=[CH:25][CH:24]=[CH:23][CH:22]=2)=[N:5]1)([CH3:3])[CH3:2].[CH2:27]([NH2:30])[CH2:28][CH3:29].